Task: Predict the reaction yield, written as a fraction of the theoretical maximum amount of product (1.0 means a 100% yield; for example, 0.34 means a 34% yield).. Dataset: Reaction yield outcomes from USPTO patents with 853,638 reactions (1) The reactants are [CH2:1]([O:3][C:4](=[O:14])[CH:5]([C:9]([CH:11]1[CH2:13][CH2:12]1)=O)[C:6](=O)[CH3:7])[CH3:2].C(=O)([O-])[O-].[Cs+].[Cs+].COS(C(F)(F)F)(=O)=O.Cl.[F:31][C:32]([F:43])([F:42])[C:33]1[CH:34]=[C:35]([CH:39]=[CH:40][CH:41]=1)[C:36]([NH2:38])=[NH:37].CC(C)([O-])C.[Na+]. The catalyst is C(#N)C.CCOC(C)=O.C(O)C. The product is [CH2:1]([O:3][C:4]([C:5]1[C:9]([CH:11]2[CH2:13][CH2:12]2)=[N:37][C:36]([C:35]2[CH:39]=[CH:40][CH:41]=[C:33]([C:32]([F:31])([F:42])[F:43])[CH:34]=2)=[N:38][C:6]=1[CH3:7])=[O:14])[CH3:2]. The yield is 0.420. (2) The reactants are [Br:1][CH2:2][CH2:3][CH2:4][C:5]([OH:7])=[O:6].[F:8][C:9]1[C:14](O)=[C:13]([F:16])[C:12]([F:17])=[C:11]([F:18])[C:10]=1[F:19]. The catalyst is CN(C1C=CN=CC=1)C.C(Cl)Cl. The product is [F:8][C:9]1[C:14]([O:6][C:5](=[O:7])[CH2:4][CH2:3][CH2:2][Br:1])=[C:13]([F:16])[C:12]([F:17])=[C:11]([F:18])[C:10]=1[F:19]. The yield is 0.780. (3) The reactants are [NH2:1][C:2]1[N:3]([CH3:26])[C:4](=[O:25])[C:5]([C:17]2[CH:18]=[C:19]([CH:22]=[CH:23][CH:24]=2)[CH:20]=O)([C:7]2[CH:12]=[CH:11][C:10]([O:13][CH:14]([F:16])[F:15])=[CH:9][CH:8]=2)[N:6]=1.[CH2:27]([NH2:31])[CH2:28][CH2:29][CH3:30].[BH4-].[Na+].[OH-].[Na+]. The catalyst is CO. The product is [NH2:1][C:2]1[N:3]([CH3:26])[C:4](=[O:25])[C:5]([C:17]2[CH:24]=[CH:23][CH:22]=[C:19]([CH2:20][NH:31][CH2:27][CH2:28][CH2:29][CH3:30])[CH:18]=2)([C:7]2[CH:8]=[CH:9][C:10]([O:13][CH:14]([F:15])[F:16])=[CH:11][CH:12]=2)[N:6]=1. The yield is 0.750.